Dataset: Reaction yield outcomes from USPTO patents with 853,638 reactions. Task: Predict the reaction yield, written as a fraction of the theoretical maximum amount of product (1.0 means a 100% yield; for example, 0.34 means a 34% yield). The reactants are C([O:3][C:4](=O)[CH:5]([N:7]1[C:12]2[CH:13]=[C:14]([Br:17])[CH:15]=[CH:16][C:11]=2[O:10][CH2:9][C:8]1=S)[CH3:6])C.O.[NH2:21][NH2:22]. The catalyst is CCO. The product is [Br:17][C:14]1[CH:13]=[C:12]2[C:11](=[CH:16][CH:15]=1)[O:10][CH2:9][C:8]1[N:7]2[CH:5]([CH3:6])[C:4](=[O:3])[NH:21][N:22]=1. The yield is 0.920.